The task is: Predict which catalyst facilitates the given reaction.. This data is from Catalyst prediction with 721,799 reactions and 888 catalyst types from USPTO. Reactant: C[O:2][C:3](=[O:35])[CH:4]([C:31]([O:33]C)=[O:32])[CH2:5][CH2:6][CH2:7][CH2:8][CH2:9][CH2:10][CH2:11][CH2:12][CH2:13][CH2:14][CH2:15][CH2:16][CH2:17][CH2:18][CH2:19][CH2:20][CH2:21][CH2:22][CH2:23][C:24]([O:26][C:27]([CH3:30])([CH3:29])[CH3:28])=[O:25].O.[OH-].[Li+].Cl. Product: [C:27]([O:26][C:24](=[O:25])[CH2:23][CH2:22][CH2:21][CH2:20][CH2:19][CH2:18][CH2:17][CH2:16][CH2:15][CH2:14][CH2:13][CH2:12][CH2:11][CH2:10][CH2:9][CH2:8][CH2:7][CH2:6][CH2:5][CH:4]([C:3]([OH:35])=[O:2])[C:31]([OH:33])=[O:32])([CH3:30])([CH3:28])[CH3:29]. The catalyst class is: 30.